Dataset: Choline transporter screen with 302,306 compounds. Task: Binary Classification. Given a drug SMILES string, predict its activity (active/inactive) in a high-throughput screening assay against a specified biological target. (1) The molecule is S(=O)(=O)(Nc1ccc(cc1)C)c1cc(C(=O)NCC(N2CCCCC2)c2ccc(OC)cc2)ccc1. The result is 1 (active). (2) The molecule is Oc1c2c(n(c(=O)c1C(=O)c1n[nH]nn1)C)ccc(C(C)C)c2. The result is 0 (inactive). (3) The drug is O(CC(=O)N1CCN(CC1)c1ccccc1)c1c2c(oc(=O)cc2C)cc(c1)C. The result is 0 (inactive). (4) The result is 0 (inactive). The drug is n1(c(nc2c1cccc2)CNc1ccc(cc1)C)C.